Predict the reactants needed to synthesize the given product. From a dataset of Full USPTO retrosynthesis dataset with 1.9M reactions from patents (1976-2016). The reactants are: [Cl:1][C:2]1[CH:7]=[C:6]([O:8][C:9]2[C:18]3[C:13](=[CH:14][C:15]([OH:21])=[C:16]([O:19][CH3:20])[CH:17]=3)[N:12]=[CH:11][N:10]=2)[CH:5]=[CH:4][C:3]=1[NH:22][C:23](=[O:29])[N:24]([CH2:27][CH3:28])[CH2:25][CH3:26].C(=O)([O-])[O-].[K+].[K+].Cl.Cl[CH2:38][C:39]1[CH:44]=[CH:43][N:42]=[CH:41][CH:40]=1.O. Given the product [Cl:1][C:2]1[CH:7]=[C:6]([O:8][C:9]2[C:18]3[C:13](=[CH:14][C:15]([O:21][CH2:38][C:39]4[CH:44]=[CH:43][N:42]=[CH:41][CH:40]=4)=[C:16]([O:19][CH3:20])[CH:17]=3)[N:12]=[CH:11][N:10]=2)[CH:5]=[CH:4][C:3]=1[NH:22][C:23](=[O:29])[N:24]([CH2:27][CH3:28])[CH2:25][CH3:26], predict the reactants needed to synthesize it.